This data is from Full USPTO retrosynthesis dataset with 1.9M reactions from patents (1976-2016). The task is: Predict the reactants needed to synthesize the given product. (1) Given the product [CH:43]([NH:46][C:2]1[CH:3]=[C:4]([CH:40]=[CH:41][CH:42]=1)[CH2:5][O:6][CH:7]1[CH:12]([C:13]2[CH:18]=[CH:17][C:16]([O:19][CH2:20][CH2:21][CH2:22][O:23][CH2:24][C:25]3[CH:30]=[CH:29][CH:28]=[CH:27][C:26]=3[O:31][CH3:32])=[CH:15][CH:14]=2)[CH2:11][CH2:10][N:9]([C:33]([O:35][C:36]([CH3:39])([CH3:38])[CH3:37])=[O:34])[CH2:8]1)([CH3:45])[CH3:44], predict the reactants needed to synthesize it. The reactants are: Br[C:2]1[CH:3]=[C:4]([CH:40]=[CH:41][CH:42]=1)[CH2:5][O:6][CH:7]1[CH:12]([C:13]2[CH:18]=[CH:17][C:16]([O:19][CH2:20][CH2:21][CH2:22][O:23][CH2:24][C:25]3[CH:30]=[CH:29][CH:28]=[CH:27][C:26]=3[O:31][CH3:32])=[CH:15][CH:14]=2)[CH2:11][CH2:10][N:9]([C:33]([O:35][C:36]([CH3:39])([CH3:38])[CH3:37])=[O:34])[CH2:8]1.[CH:43]([NH2:46])([CH3:45])[CH3:44]. (2) Given the product [C:1]([C:5]1[CH:38]=[CH:37][C:8]([C:9]([NH:11][C:12]2[CH:17]=[CH:16][CH:15]=[C:14]([C:18]3[CH:19]=[C:20]([NH:26][C:27]4[CH:28]=[CH:29][C:30]([C:31]([N:75]5[CH2:76][CH2:77][CH:72]([OH:71])[CH2:73][CH2:74]5)=[O:32])=[CH:34][CH:35]=4)[C:21](=[O:25])[N:22]([CH3:24])[CH:23]=3)[C:13]=2[CH3:36])=[O:10])=[CH:7][CH:6]=1)([CH3:4])([CH3:2])[CH3:3], predict the reactants needed to synthesize it. The reactants are: [C:1]([C:5]1[CH:38]=[CH:37][C:8]([C:9]([NH:11][C:12]2[C:13]([CH3:36])=[C:14]([C:18]3[CH:19]=[C:20]([NH:26][C:27]4[CH:35]=[CH:34][C:30]([C:31](O)=[O:32])=[CH:29][CH:28]=4)[C:21](=[O:25])[N:22]([CH3:24])[CH:23]=3)[CH:15]=[CH:16][CH:17]=2)=[O:10])=[CH:7][CH:6]=1)([CH3:4])([CH3:3])[CH3:2].F[P-](F)(F)(F)(F)F.N1(O[P+](N(C)C)(N(C)C)N(C)C)C2C=CC=CC=2N=N1.CN(C)C=O.[OH:71][CH:72]1[CH2:77][CH2:76][NH:75][CH2:74][CH2:73]1. (3) Given the product [C:4]([C:3]1[CH:6]=[CH:7][C:8]([O:10][CH3:11])=[CH:9][C:2]=1[NH:1][C:21]([NH:20][C:12](=[O:19])[C:13]1[CH:14]=[CH:15][CH:16]=[CH:17][CH:18]=1)=[O:22])#[N:5], predict the reactants needed to synthesize it. The reactants are: [NH2:1][C:2]1[CH:9]=[C:8]([O:10][CH3:11])[CH:7]=[CH:6][C:3]=1[C:4]#[N:5].[C:12]([N:20]=[C:21]=[O:22])(=[O:19])[C:13]1[CH:18]=[CH:17][CH:16]=[CH:15][CH:14]=1. (4) Given the product [CH3:8][C:7]([C:9]1[CH:14]=[CH:13][CH:12]=[CH:11][CH:10]=1)([CH3:15])[CH2:6][C:16]#[N:17], predict the reactants needed to synthesize it. The reactants are: CS(O[CH2:6][C:7]([CH3:15])([C:9]1[CH:14]=[CH:13][CH:12]=[CH:11][CH:10]=1)[CH3:8])(=O)=O.[C-:16]#[N:17].[Na+]. (5) Given the product [NH2:14][C:11]1[CH:10]=[CH:9][C:8]([C:7]2[C:2]([CH3:1])=[CH:3][CH:4]=[C:5]([NH:17][C:18](=[O:29])[C:19]3[CH:24]=[CH:23][CH:22]=[C:21]([C:25]([F:26])([F:27])[F:28])[CH:20]=3)[CH:6]=2)=[CH:13][CH:12]=1, predict the reactants needed to synthesize it. The reactants are: [CH3:1][C:2]1[C:7]([C:8]2[CH:13]=[CH:12][C:11]([N+:14]([O-])=O)=[CH:10][CH:9]=2)=[CH:6][C:5]([NH:17][C:18](=[O:29])[C:19]2[CH:24]=[CH:23][CH:22]=[C:21]([C:25]([F:28])([F:27])[F:26])[CH:20]=2)=[CH:4][CH:3]=1.O1CCOCC1.[OH-].[NH4+].S(S([O-])=O)([O-])=O.[Na+].[Na+]. (6) Given the product [C:2]1([C:1]([C:16]2[O:15][C:14]([C:12]([O:11][CH3:10])=[O:13])=[CH:18][CH:17]=2)=[O:8])[CH:7]=[CH:6][CH:5]=[CH:4][CH:3]=1, predict the reactants needed to synthesize it. The reactants are: [C:1](Cl)(=[O:8])[C:2]1[CH:7]=[CH:6][CH:5]=[CH:4][CH:3]=1.[CH3:10][O:11][C:12]([C:14]1[O:15][CH:16]=[CH:17][CH:18]=1)=[O:13].O. (7) The reactants are: [F:1][C:2]([F:29])([F:28])[C:3]1[CH:23]=[CH:22][C:21]([C:24]([F:27])([F:26])[F:25])=[CH:20][C:4]=1[CH2:5][O:6][C:7]1[CH:8]=[C:9]([C:13]2[N:17]=[N:16][NH:15][C:14]=2[C:18]#[N:19])[CH:10]=[CH:11][CH:12]=1.[C:30](=[O:38])([O:35][CH2:36][CH3:37])[O:31][CH:32](Cl)[CH3:33].C(=O)(O)[O-].[Na+]. Given the product [CH2:32]([O:31][C:30](=[O:38])[O:35][CH:36]([N:16]1[N:17]=[C:13]([C:9]2[CH:10]=[CH:11][CH:12]=[C:7]([O:6][CH2:5][C:4]3[CH:20]=[C:21]([C:24]([F:26])([F:27])[F:25])[CH:22]=[CH:23][C:3]=3[C:2]([F:1])([F:28])[F:29])[CH:8]=2)[C:14]([C:18]#[N:19])=[N:15]1)[CH3:37])[CH3:33], predict the reactants needed to synthesize it.